From a dataset of Reaction yield outcomes from USPTO patents with 853,638 reactions. Predict the reaction yield, written as a fraction of the theoretical maximum amount of product (1.0 means a 100% yield; for example, 0.34 means a 34% yield). (1) The reactants are [NH2:1][N:2]1[C:6]([CH2:7][CH3:8])=[CH:5][CH:4]=[C:3]1[C:9]([C:11]1[CH:12]=[C:13]([CH:16]=[CH:17][CH:18]=1)[C:14]#[N:15])=O.[CH3:19][C:20](=O)[CH2:21][C:22](=[O:24])[CH3:23].O.C1(C)C=CC(S(O)(=O)=O)=CC=1. The catalyst is C1(C)C=CC=CC=1. The product is [C:22]([C:21]1[C:20]([CH3:19])=[N:1][N:2]2[C:6]([CH2:7][CH3:8])=[CH:5][CH:4]=[C:3]2[C:9]=1[C:11]1[CH:12]=[C:13]([CH:16]=[CH:17][CH:18]=1)[C:14]#[N:15])(=[O:24])[CH3:23]. The yield is 0.248. (2) The reactants are [Br:1][C:2]1[S:6][C:5]([CH2:7]Br)=[N:4][C:3]=1[C:9]1[CH:14]=[CH:13][C:12]([O:15][CH3:16])=[CH:11][CH:10]=1.C1C(=O)N(Br)C(=O)C1.CC(N=NC(C#N)(C)C)(C#N)C. The catalyst is C(Cl)(Cl)(Cl)Cl. The product is [Br:1][C:2]1[S:6][C:5]([CH3:7])=[N:4][C:3]=1[C:9]1[CH:14]=[CH:13][C:12]([O:15][CH3:16])=[CH:11][CH:10]=1. The yield is 0.580. (3) The reactants are C[O:2][C:3]([C:5]1[CH:10]=[CH:9][C:8]([C:11]2[CH:16]=[CH:15][C:14]([C:17]([F:20])([F:19])[F:18])=[CH:13][CH:12]=2)=[CH:7][CH:6]=1)=O.[H-].[Al+3].[Li+].[H-].[H-].[H-].[H-].S([O-])(O)(=O)=O.[K+]. The catalyst is O1CCCC1.C(OCC)C.C(OCC)(=O)C.CCCCCC. The product is [F:18][C:17]([F:19])([F:20])[C:14]1[CH:13]=[CH:12][C:11]([C:8]2[CH:9]=[CH:10][C:5]([CH2:3][OH:2])=[CH:6][CH:7]=2)=[CH:16][CH:15]=1. The yield is 0.930. (4) The reactants are C(Br)(Br)(Br)Br.[CH:6]1C=CC(P(C2C=CC=CC=2)C2C=CC=CC=2)=CC=1.[CH3:25][O:26][C:27]1[CH:28]=[C:29]([CH:32]=[C:33]([O:37][CH3:38])[C:34]=1[O:35][CH3:36])[CH:30]=O.[Li]CCCC.[NH4+].[Cl-]. The catalyst is C(Cl)Cl.C1COCC1. The product is [C:30]([C:29]1[CH:32]=[C:33]([O:37][CH3:38])[C:34]([O:35][CH3:36])=[C:27]([O:26][CH3:25])[CH:28]=1)#[CH:6]. The yield is 0.790. (5) The reactants are [Si:1](Cl)([C:4]([CH3:7])([CH3:6])[CH3:5])([CH3:3])[CH3:2].N1C=CN=C1.[O:14]=[C:15]1[NH:19][N:18]=[C:17]([C:20]([O:22][CH2:23][CH3:24])=[O:21])[CH2:16]1. The catalyst is C(#N)C.O. The product is [Si:1]([O:14][C:15]1[NH:19][N:18]=[C:17]([C:20]([O:22][CH2:23][CH3:24])=[O:21])[CH:16]=1)([C:4]([CH3:7])([CH3:6])[CH3:5])([CH3:3])[CH3:2]. The yield is 0.440. (6) The reactants are [C:1]1([C:7]2[N:12]=[C:11]([C:13]#[N:14])[CH:10]=[CH:9][CH:8]=2)[CH:6]=[CH:5][CH:4]=[CH:3][CH:2]=1.[C:15](OC)(=[O:23])[C:16]1[C:17](=[CH:19][CH:20]=[CH:21][CH:22]=1)[SH:18].C(N(CC)CC)C. The catalyst is C1(C)C=CC=CC=1. The product is [C:1]1([C:7]2[N:12]=[C:11]([C:13]3[S:18][C:17]4[CH:19]=[CH:20][CH:21]=[CH:22][C:16]=4[C:15](=[O:23])[N:14]=3)[CH:10]=[CH:9][CH:8]=2)[CH:2]=[CH:3][CH:4]=[CH:5][CH:6]=1. The yield is 0.570. (7) The reactants are [Cl:1][C:2]1[CH:3]=[C:4]([CH:16]=[CH:17][C:18]=1[Cl:19])[CH2:5][NH:6][C:7]1[CH:8]=[CH:9][C:10]2[N:11]([CH:13]=[CH:14][N:15]=2)[N:12]=1.[I:20]N1C(=O)CCC1=O. The catalyst is CN(C)C=O.ClCCl. The product is [Cl:1][C:2]1[CH:3]=[C:4]([CH:16]=[CH:17][C:18]=1[Cl:19])[CH2:5][NH:6][C:7]1[CH:8]=[CH:9][C:10]2[N:11]([C:13]([I:20])=[CH:14][N:15]=2)[N:12]=1. The yield is 0.950.